This data is from Reaction yield outcomes from USPTO patents with 853,638 reactions. The task is: Predict the reaction yield, written as a fraction of the theoretical maximum amount of product (1.0 means a 100% yield; for example, 0.34 means a 34% yield). The reactants are Cl.[N:2]12[CH2:9][CH2:8][CH:5]([CH2:6][CH2:7]1)[C:4](=[O:10])[CH2:3]2.[OH-].[K+].[N:13]1[CH:18]=[CH:17][CH:16]=[C:15]([CH:19]=O)[CH:14]=1. The catalyst is CO. The product is [N:13]1[CH:18]=[CH:17][CH:16]=[C:15]([CH:19]=[C:3]2[C:4](=[O:10])[CH:5]3[CH2:8][CH2:9][N:2]2[CH2:7][CH2:6]3)[CH:14]=1. The yield is 0.893.